This data is from NCI-60 drug combinations with 297,098 pairs across 59 cell lines. The task is: Regression. Given two drug SMILES strings and cell line genomic features, predict the synergy score measuring deviation from expected non-interaction effect. (1) Drug 1: CN(C)N=NC1=C(NC=N1)C(=O)N. Drug 2: C1=CN(C=N1)CC(O)(P(=O)(O)O)P(=O)(O)O. Cell line: HOP-92. Synergy scores: CSS=4.24, Synergy_ZIP=-3.29, Synergy_Bliss=-7.94, Synergy_Loewe=-7.83, Synergy_HSA=-6.71. (2) Drug 1: CC(C1=C(C=CC(=C1Cl)F)Cl)OC2=C(N=CC(=C2)C3=CN(N=C3)C4CCNCC4)N. Drug 2: C1CN1P(=S)(N2CC2)N3CC3. Cell line: TK-10. Synergy scores: CSS=5.91, Synergy_ZIP=-1.47, Synergy_Bliss=3.93, Synergy_Loewe=2.85, Synergy_HSA=3.25. (3) Drug 1: CC1=C(C=C(C=C1)NC(=O)C2=CC=C(C=C2)CN3CCN(CC3)C)NC4=NC=CC(=N4)C5=CN=CC=C5. Drug 2: C(CC(=O)O)C(=O)CN.Cl. Cell line: UACC-257. Synergy scores: CSS=6.14, Synergy_ZIP=-2.47, Synergy_Bliss=0.465, Synergy_Loewe=-0.803, Synergy_HSA=-0.640. (4) Drug 1: C1=CC(=C2C(=C1NCCNCCO)C(=O)C3=C(C=CC(=C3C2=O)O)O)NCCNCCO. Drug 2: CC(C)(C#N)C1=CC(=CC(=C1)CN2C=NC=N2)C(C)(C)C#N. Cell line: BT-549. Synergy scores: CSS=38.9, Synergy_ZIP=0.979, Synergy_Bliss=0.619, Synergy_Loewe=-15.2, Synergy_HSA=1.48. (5) Drug 1: CC1CCC2CC(C(=CC=CC=CC(CC(C(=O)C(C(C(=CC(C(=O)CC(OC(=O)C3CCCCN3C(=O)C(=O)C1(O2)O)C(C)CC4CCC(C(C4)OC)OCCO)C)C)O)OC)C)C)C)OC. Drug 2: C1=NNC2=C1C(=O)NC=N2. Cell line: UACC62. Synergy scores: CSS=4.78, Synergy_ZIP=-1.50, Synergy_Bliss=0.639, Synergy_Loewe=-1.66, Synergy_HSA=1.16.